From a dataset of Experimentally validated miRNA-target interactions with 360,000+ pairs, plus equal number of negative samples. Binary Classification. Given a miRNA mature sequence and a target amino acid sequence, predict their likelihood of interaction. (1) The miRNA is hsa-miR-6780a-5p with sequence UUGGGAGGGAAGACAGCUGGAGA. The protein sequence of the target gene is MSWSFLTRLLEEIHNHSTFVGKIWLTVLIVFRIVLTAVGGESIYYDEQSKFVCNTEQPGCENVCYDAFAPLSHVRFWVFQIILVATPSVMYLGYAIHKIAKMEHGEADKKAARSKPYAMRWKQHRALEETEEDHEEDPMMYPEMELESEKENKEQSQPKPKHDGRRRIREDGLMKIYVLQLLARTVFEVGFLIGQYFLYGFQVHPFYVCSRLPCPHKIDCFISRPTEKTIFLLIMYGVTGLCLLLNIWEMLHLGFGTIRDSLNSKRRELDDPGAYNYPFTWNTPSAPPGYNIAVKPDQIQ.... Result: 0 (no interaction). (2) The miRNA is hsa-miR-548am-3p with sequence CAAAAACUGCAGUUACUUUUGU. The protein sequence of the target gene is MPSDRPFKQRRSFADRCKEVQQIRDQHPSKIPVIIERYKGEKQLPVLDKTKFLVPDHVNMSELVKIIRRRLQLNPTQAFFLLVNQHSMVSVSTPIADIYEQEKDEDGFLYMVYASQETFGF. Result: 0 (no interaction). (3) The miRNA is mmu-miR-107-3p with sequence AGCAGCAUUGUACAGGGCUAUCA. The protein sequence of the target gene is MTRWVPTKREEKYGVAFYNYDARGADELSLQIGDTVHILETYEGWYRGYTLRKKSKKGIFPASYIHLKEAIVEGKGQHETVIPGDLPLIQEVTTTLREWSTIWRQLYVQDNREMFRSVRHMIYDLIEWRSQILSGTLPQDELKELKKKVTAKIDYGNRILDLDLVVRDEDGNILDPELTSTISLFRAHEVASKQVEERLQEEKSQKQNMDINRQAKFAATPSLALFVNLKNVVCKIGEDAEVLMSLYDPMESKFISENYLVRWSSSGLPKDIDRLHNLRAVFTDLGSKDLKREKISFVCQ.... Result: 0 (no interaction). (4) The miRNA is hsa-miR-6799-5p with sequence GGGGAGGUGUGCAGGGCUGG. The protein sequence of the target gene is MAANMYRVGDYVYFENSSSNPYLIRRIEELNKTANGNVEAKVVCFYRRRDISSTLIALADKHATLSVCYKAGPGADNGEEGEIEEEMENPEMVDLPEKLKHQLRHRELFLSRQLESLPATHIRGKCSVTLLNETESLKSYLEREDFFFYSLVYDPQQKTLLADKGEIRVGNRYQADITDLLKEGEEDGRDQSRLETQVWEAHNPLTDKQIDQFLVVARSVGTFARALDCSSSVRQPSLHMSAAAASRDITLFHAMDTLHKNIYDISKAISALVPQGGPVLCRDEMEEWSASEANLFEEAL.... Result: 1 (interaction).